Predict the product of the given reaction. From a dataset of Forward reaction prediction with 1.9M reactions from USPTO patents (1976-2016). (1) The product is: [C@H:2]1([NH:7][C:8](=[O:14])[O:9][C:10]([CH3:13])([CH3:12])[CH3:11])[CH2:3][CH2:4][CH:5]=[CH:6][C@@H:1]1[NH:22][C:23](=[O:29])[O:24][C:25]([CH3:28])([CH3:27])[CH3:26]. Given the reactants [C@H:1]1([N:22](CC2C=CC=CC=2)[C:23](=[O:29])[O:24][C:25]([CH3:28])([CH3:27])[CH3:26])[CH2:6][CH2:5][CH:4]=[CH:3][C@@H:2]1[N:7](CC1C=CC=CC=1)[C:8](=[O:14])[O:9][C:10]([CH3:13])([CH3:12])[CH3:11].[Na], predict the reaction product. (2) Given the reactants N1(CCS(N2CCC(C3C4C(=C(C(N)=O)C=C(C5C=CSC=5)C=4)NC=3)CC2)(=O)=O)CCCC1.Br[C:35]1[CH:36]=[C:37]2[C:41](=[C:42]([C:44]([NH2:46])=[O:45])[CH:43]=1)[NH:40][CH:39]=[C:38]2[CH:47]1[CH2:52][CH2:51][N:50]([S:53]([CH2:56][CH2:57][CH2:58][N:59]2[CH2:63][CH2:62][CH2:61][CH2:60]2)(=[O:55])=[O:54])[CH2:49][CH2:48]1.[OH:64][CH2:65][C:66]1[S:70][C:69](B(O)O)=[CH:68][CH:67]=1.C(=O)([O-])[O-].[K+].[K+], predict the reaction product. The product is: [OH:64][CH2:65][C:66]1[S:70][C:69]([C:35]2[CH:36]=[C:37]3[C:41](=[C:42]([C:44]([NH2:46])=[O:45])[CH:43]=2)[NH:40][CH:39]=[C:38]3[CH:47]2[CH2:52][CH2:51][N:50]([S:53]([CH2:56][CH2:57][CH2:58][N:59]3[CH2:63][CH2:62][CH2:61][CH2:60]3)(=[O:54])=[O:55])[CH2:49][CH2:48]2)=[CH:68][CH:67]=1. (3) Given the reactants [NH:1]1[CH2:6][CH2:5][CH:4]([N:7]2[C:11]3[CH:12]=[CH:13][CH:14]=[CH:15][C:10]=3[NH:9][C:8]2=[O:16])[CH2:3][CH2:2]1.[Na+].[I-].C([O-])([O-])=O.[Na+].[Na+].Cl[CH2:26][CH2:27][O:28][CH2:29][CH2:30][O:31][CH:32]([CH3:34])[CH3:33], predict the reaction product. The product is: [CH:32]([O:31][CH2:30][CH2:29][O:28][CH2:27][CH2:26][N:1]1[CH2:2][CH2:3][CH:4]([N:7]2[C:11]3[CH:12]=[CH:13][CH:14]=[CH:15][C:10]=3[NH:9][C:8]2=[O:16])[CH2:5][CH2:6]1)([CH3:34])[CH3:33].